This data is from Reaction yield outcomes from USPTO patents with 853,638 reactions. The task is: Predict the reaction yield, written as a fraction of the theoretical maximum amount of product (1.0 means a 100% yield; for example, 0.34 means a 34% yield). (1) The reactants are C(O[CH:4](OCC)[CH2:5][S:6][C:7]1[CH:12]=[CH:11][CH:10]=[CH:9][C:8]=1[CH3:13])C.O. The catalyst is ClC1C=CC=CC=1. The product is [CH3:13][C:8]1[C:7]2[S:6][CH:5]=[CH:4][C:12]=2[CH:11]=[CH:10][CH:9]=1. The yield is 0.940. (2) The reactants are [CH3:1][NH:2][C:3](=[O:11])[C:4]1[CH:9]=[CH:8][CH:7]=[N:6][C:5]=1[NH2:10].[C:12](=O)(OC1C=CC=CC=1)[O:13]C1C=CC=CC=1. The catalyst is CN(C)C1C=CN=CC=1.CO. The product is [CH3:1][N:2]1[C:3](=[O:11])[C:4]2[CH:9]=[CH:8][CH:7]=[N:6][C:5]=2[NH:10][C:12]1=[O:13]. The yield is 0.670. (3) The reactants are Cl[C:2]1[C:7]([C:8]([O:10][CH2:11][CH3:12])=[O:9])=[C:6]([CH3:13])[N:5]=[C:4]([S:14][CH3:15])[N:3]=1.[CH3:16][O:17][C:18]1[CH:19]=[C:20]([CH:22]=[C:23]([O:25][CH3:26])[CH:24]=1)[NH2:21].Cl. The catalyst is C(#N)C.C(OCC)(=O)C.C([O-])(O)=O.[Na+]. The product is [CH3:26][O:25][C:23]1[CH:22]=[C:20]([NH:21][C:2]2[C:7]([C:8]([O:10][CH2:11][CH3:12])=[O:9])=[C:6]([CH3:13])[N:5]=[C:4]([S:14][CH3:15])[N:3]=2)[CH:19]=[C:18]([O:17][CH3:16])[CH:24]=1. The yield is 0.720. (4) The reactants are [CH3:1][S:2](Cl)(=[O:4])=[O:3].Cl.[CH3:7][O:8][C:9](=[O:15])[C@@H:10]1[CH2:14][CH2:13][CH2:12][NH:11]1.C(N(CC)CC)C. The catalyst is C(Cl)Cl.C(OCC)(=O)C. The product is [CH3:1][S:2]([N:11]1[CH2:12][CH2:13][CH2:14][CH:10]1[C:9]([O:8][CH3:7])=[O:15])(=[O:4])=[O:3]. The yield is 0.720. (5) The reactants are [Cl:1][C:2]1[CH:3]=[C:4]2[C:12](=[C:13]([N+:15]([O-])=O)[CH:14]=1)[NH:11][C:10]1[CH:9]=[N:8][CH:7]=[C:6]([NH:18][C:19](=[O:24])[C:20]([F:23])([F:22])[F:21])[C:5]2=1. The product is [NH2:15][C:13]1[CH:14]=[C:2]([Cl:1])[CH:3]=[C:4]2[C:12]=1[NH:11][C:10]1[CH:9]=[N:8][CH:7]=[C:6]([NH:18][C:19](=[O:24])[C:20]([F:23])([F:22])[F:21])[C:5]2=1. The yield is 0.950. The catalyst is CO.